This data is from Forward reaction prediction with 1.9M reactions from USPTO patents (1976-2016). The task is: Predict the product of the given reaction. (1) Given the reactants [I:1][C:2]1[CH:7]=[CH:6][C:5]([CH2:8]O)=[C:4]([SH:10])[CH:3]=1.[BrH:11].[C:12]1([P:18]([C:25]2[CH:30]=[CH:29][CH:28]=[CH:27][CH:26]=2)[C:19]2[CH:24]=[CH:23][CH:22]=[CH:21][CH:20]=2)[CH:17]=[CH:16][CH:15]=[CH:14][CH:13]=1, predict the reaction product. The product is: [Br-:11].[I:1][C:2]1[CH:7]=[CH:6][C:5]([CH2:8][P+:18]([C:19]2[CH:20]=[CH:21][CH:22]=[CH:23][CH:24]=2)([C:25]2[CH:30]=[CH:29][CH:28]=[CH:27][CH:26]=2)[C:12]2[CH:13]=[CH:14][CH:15]=[CH:16][CH:17]=2)=[C:4]([SH:10])[CH:3]=1. (2) Given the reactants Br[C:2]1[C:3]([F:17])=[C:4]2[C:8](=[CH:9][CH:10]=1)[N:7]([CH:11]1[CH2:16][CH2:15][CH2:14][CH2:13][O:12]1)[N:6]=[CH:5]2.C(N(CC)CC)C.[C:25]([CH:27]1[CH2:29][CH2:28]1)#[CH:26], predict the reaction product. The product is: [CH:27]1([C:25]#[C:26][C:2]2[C:3]([F:17])=[C:4]3[C:8](=[CH:9][CH:10]=2)[N:7]([CH:11]2[CH2:16][CH2:15][CH2:14][CH2:13][O:12]2)[N:6]=[CH:5]3)[CH2:29][CH2:28]1. (3) Given the reactants [H-].[Na+].[CH2:3]([O:5][C:6](=[O:10])[CH2:7][C:8]#[N:9])[CH3:4].F[C:12]1[CH:17]=[CH:16][C:15]([N+:18]([O-:20])=[O:19])=[CH:14][CH:13]=1, predict the reaction product. The product is: [CH2:3]([O:5][C:6](=[O:10])[CH:7]([C:8]#[N:9])[C:12]1[CH:17]=[CH:16][C:15]([N+:18]([O-:20])=[O:19])=[CH:14][CH:13]=1)[CH3:4]. (4) Given the reactants [Cl:1][C:2]1[CH:3]=[C:4]([CH:19]=[CH:20][CH:21]=1)[CH2:5][S:6][C:7]1[N:12]=[C:11]([OH:13])[CH:10]=[C:9]([NH:14][C@H:15]([CH3:18])[CH2:16][OH:17])[N:8]=1.[Cl:22]NC(=O)CCC(N)=O, predict the reaction product. The product is: [Cl:22][C:10]1[C:11]([OH:13])=[N:12][C:7]([S:6][CH2:5][C:4]2[CH:19]=[CH:20][CH:21]=[C:2]([Cl:1])[CH:3]=2)=[N:8][C:9]=1[NH:14][C@H:15]([CH3:18])[CH2:16][OH:17]. (5) Given the reactants [C:1](O)(=O)[CH2:2][C:3]([OH:5])=[O:4].N1CCOCC1.N1C=CC=CC=1.[CH2:20]([CH:22]([CH2:25][CH:26]=[CH2:27])C=O)[CH3:21].Cl, predict the reaction product. The product is: [CH2:26]([CH:25]([CH2:22][CH:20]=[CH2:21])/[CH:1]=[CH:2]/[C:3]([OH:5])=[O:4])[CH3:27]. (6) Given the reactants [CH2:1]([S:3][C:4]1[C:5]([C:9]([O:11]CC)=[O:10])=[N:6][S:7][N:8]=1)[CH3:2].[Li+].[OH-].Cl, predict the reaction product. The product is: [CH2:1]([S:3][C:4]1[C:5]([C:9]([OH:11])=[O:10])=[N:6][S:7][N:8]=1)[CH3:2]. (7) Given the reactants Br[C:2]1[CH:3]=[C:4]2[C:9](=[CH:10][CH:11]=1)[N:8]([C:12](=[O:14])[CH3:13])[C@@H:7]([CH:15]1[CH2:17][CH2:16]1)[C@H:6]([CH3:18])[C@H:5]2[NH:19][C:20]1[N:25]=[CH:24][CH:23]=[CH:22][N:21]=1.C(=O)([O-])[O-].[Cs+].[Cs+].CC1(C)C(C)(C)OB([C:40]2[CH2:45][CH2:44][N:43]([C:46]([O:48][C:49]([CH3:52])([CH3:51])[CH3:50])=[O:47])[CH2:42][CH:41]=2)O1, predict the reaction product. The product is: [C:12]([N:8]1[C:9]2[C:4](=[CH:3][C:2]([C:40]3[CH2:45][CH2:44][N:43]([C:46]([O:48][C:49]([CH3:52])([CH3:51])[CH3:50])=[O:47])[CH2:42][CH:41]=3)=[CH:11][CH:10]=2)[C@H:5]([NH:19][C:20]2[N:25]=[CH:24][CH:23]=[CH:22][N:21]=2)[C@@H:6]([CH3:18])[C@@H:7]1[CH:15]1[CH2:17][CH2:16]1)(=[O:14])[CH3:13]. (8) Given the reactants [F:1][C:2]1([F:25])[CH2:4][CH:3]1[CH2:5][N:6]1[C:14]2[C:9](=[N:10][C:11]([C:15]3[CH2:16][CH:17]4[CH2:21][NH:20][CH2:19][CH:18]4[CH:22]=3)=[CH:12][CH:13]=2)[N:8]([CH3:23])[C:7]1=[O:24].CCN(C(C)C)C(C)C.[CH3:35][S:36](Cl)(=[O:38])=[O:37], predict the reaction product. The product is: [F:25][C:2]1([F:1])[CH2:4][CH:3]1[CH2:5][N:6]1[C:14]2[C:9](=[N:10][C:11]([C:15]3[CH2:16][CH:17]4[CH2:21][N:20]([S:36]([CH3:35])(=[O:38])=[O:37])[CH2:19][CH:18]4[CH:22]=3)=[CH:12][CH:13]=2)[N:8]([CH3:23])[C:7]1=[O:24]. (9) Given the reactants [F:1][C:2]([F:27])([C:20]1[CH:25]=[CH:24][C:23](C)=[CH:22][CH:21]=1)[CH2:3][N:4]1[CH2:9][CH2:8][CH:7]([NH:10][C:11]2[C:12]3[CH:19]=[CH:18][NH:17][C:13]=3[N:14]=[CH:15][N:16]=2)[CH2:6][CH2:5]1.[ClH:28].CCOCC, predict the reaction product. The product is: [ClH:28].[Cl:28][C:23]1[CH:24]=[CH:25][C:20]([C:2]([F:27])([F:1])[CH2:3][N:4]2[CH2:9][CH2:8][CH:7]([NH:10][C:11]3[C:12]4[CH:19]=[CH:18][NH:17][C:13]=4[N:14]=[CH:15][N:16]=3)[CH2:6][CH2:5]2)=[CH:21][CH:22]=1. (10) Given the reactants [F:1][C:2]1[CH:7]=[CH:6][C:5]([C:8]2[S:12][C:11]([CH3:13])=[N:10][C:9]=2[C:14](Cl)=[O:15])=[CH:4][CH:3]=1.[Cl:17][C:18]1[C:23]2[CH:24]=[C:25]([CH2:27][CH:28]3[NH:33][CH2:32][CH2:31][N:30]([CH3:34])[CH2:29]3)[O:26][C:22]=2[CH:21]=[C:20]([Cl:35])[CH:19]=1, predict the reaction product. The product is: [Cl:17][C:18]1[C:23]2[CH:24]=[C:25]([CH2:27][CH:28]3[CH2:29][N:30]([CH3:34])[CH2:31][CH2:32][N:33]3[C:14]([C:9]3[N:10]=[C:11]([CH3:13])[S:12][C:8]=3[C:5]3[CH:6]=[CH:7][C:2]([F:1])=[CH:3][CH:4]=3)=[O:15])[O:26][C:22]=2[CH:21]=[C:20]([Cl:35])[CH:19]=1.